This data is from Full USPTO retrosynthesis dataset with 1.9M reactions from patents (1976-2016). The task is: Predict the reactants needed to synthesize the given product. (1) Given the product [C:2]([C:4]1[C:12](/[C:13](/[C:25]2[CH:26]=[CH:27][C:28](/[CH:31]=[CH:32]/[C:33]([OH:35])=[O:34])=[CH:29][CH:30]=2)=[C:14](\[CH:21]2[CH2:24][CH2:23][CH2:22]2)/[C:15]2[CH:20]=[CH:19][CH:18]=[CH:17][CH:16]=2)=[CH:11][CH:10]=[C:9]2[C:5]=1[CH:6]=[N:7][NH:8]2)#[N:3], predict the reactants needed to synthesize it. The reactants are: Cl.[C:2]([C:4]1[C:12](/[C:13](/[C:25]2[CH:30]=[CH:29][C:28](/[CH:31]=[CH:32]/[C:33]([O:35]CC)=[O:34])=[CH:27][CH:26]=2)=[C:14](\[CH:21]2[CH2:24][CH2:23][CH2:22]2)/[C:15]2[CH:20]=[CH:19][CH:18]=[CH:17][CH:16]=2)=[CH:11][CH:10]=[C:9]2[C:5]=1[CH:6]=[N:7][N:8]2C1CCCCO1)#[N:3].C1COCC1.[Li+].[OH-]. (2) Given the product [CH:21]([O:20][C:18]([N:14]1[CH2:15][CH2:16][CH:11]([CH:9]2[O:8][C:5]3=[CH:6][N:7]=[C:2]([Cl:1])[CH:3]=[C:4]3[CH2:10]2)[CH2:12][CH2:13]1)=[O:19])([CH3:23])[CH3:22], predict the reactants needed to synthesize it. The reactants are: [Cl:1][C:2]1[CH:3]=[C:4]2[CH2:10][CH:9]([CH:11]3[CH2:16][CH2:15][NH:14][CH2:13][CH2:12]3)[O:8][C:5]2=[CH:6][N:7]=1.Cl[C:18]([O:20][CH:21]([CH3:23])[CH3:22])=[O:19]. (3) The reactants are: [C:1]([S:4][CH2:5][C:6]([OH:8])=O)(=[O:3])[CH3:2].CN(C(ON1N=NC2C=CC=NC1=2)=[N+](C)C)C.F[P-](F)(F)(F)(F)F.CCN(C(C)C)C(C)C.[C:42]([O:46][C:47](=[O:55])[NH:48][CH2:49][CH2:50][CH2:51][CH2:52][CH2:53][NH2:54])([CH3:45])([CH3:44])[CH3:43]. Given the product [C:42]([O:46][C:47]([NH:48][CH2:49][CH2:50][CH2:51][CH2:52][CH2:53][NH:54][C:6]([CH2:5][S:4][C:1](=[O:3])[CH3:2])=[O:8])=[O:55])([CH3:45])([CH3:44])[CH3:43], predict the reactants needed to synthesize it.